From a dataset of Full USPTO retrosynthesis dataset with 1.9M reactions from patents (1976-2016). Predict the reactants needed to synthesize the given product. Given the product [Cl:5][C:6]1[C:7]([Cl:15])=[N:8][CH:9]=[C:10]([CH:14]=1)[C:11]([N:28]([CH2:27][CH2:26][CH2:25][N:24]([CH3:30])[CH3:23])[CH3:29])=[O:13], predict the reactants needed to synthesize it. The reactants are: S(Cl)(Cl)=O.[Cl:5][C:6]1[C:7]([Cl:15])=[N:8][CH:9]=[C:10]([CH:14]=1)[C:11]([OH:13])=O.C(N(CC)CC)C.[CH3:23][N:24]([CH3:30])[CH2:25][CH2:26][CH2:27][NH:28][CH3:29].